From a dataset of hERG Central: cardiac toxicity at 1µM, 10µM, and general inhibition. Predict hERG channel inhibition at various concentrations. (1) The drug is CCOc1ccccc1CN1CCN(Cc2cc(=O)c3ccccc3[nH]2)CC1CCO. Results: hERG_inhib (hERG inhibition (general)): blocker. (2) The molecule is Cc1cc(Nc2cccc(C(F)(F)F)c2)n2nc(C)nc2n1. Results: hERG_inhib (hERG inhibition (general)): blocker. (3) The molecule is CCN(CC(=O)NCc1ccc(Cl)cc1)C(=O)/C=C/c1ccc(Cl)c([N+](=O)[O-])c1. Results: hERG_inhib (hERG inhibition (general)): blocker. (4) The drug is CCCN1CCN(C2CCCCC2NS(=O)(=O)c2ccc(Cl)cc2)CC1. Results: hERG_inhib (hERG inhibition (general)): blocker. (5) The molecule is Cc1ccc(-c2c[n+](CC(=O)Nc3nc(-c4ccccc4)cs3)c3n2CCC3)cc1.[Cl-]. Results: hERG_inhib (hERG inhibition (general)): blocker. (6) The molecule is COc1cc(C(=O)Nc2ccc3nc4n(c(=O)c3c2)CCCCC4)cc(OC)c1OC. Results: hERG_inhib (hERG inhibition (general)): blocker. (7) The compound is CCN(CC)CCNC(=O)c1sc2nc(-c3ccccc3)cn2c1C. Results: hERG_inhib (hERG inhibition (general)): blocker. (8) The drug is [Cl-].[NH3+]CCCn1c(C(=O)c2ccc(Cl)cc2)c2ccc(C(F)(F)F)cc2[n+]1[O-]. Results: hERG_inhib (hERG inhibition (general)): blocker. (9) The molecule is COc1ccc(C2CC(c3ccccc3)Nc3nc(NC(=O)c4ccco4)nn32)cc1. Results: hERG_inhib (hERG inhibition (general)): blocker. (10) The molecule is Cc1ccc(S(=O)(=O)N2CCCCC2)cc1NC(=O)c1ccc2c(=O)n3c(nc2c1)CCCCC3. Results: hERG_inhib (hERG inhibition (general)): blocker.